This data is from Full USPTO retrosynthesis dataset with 1.9M reactions from patents (1976-2016). The task is: Predict the reactants needed to synthesize the given product. Given the product [NH2:13][CH2:12][C:5]1[C:6]2[CH2:10][O:9][B:8]([OH:11])[C:7]=2[C:2]([Cl:1])=[C:3]([O:21][CH2:22][C:23]([NH:25][C:26](=[O:38])[C:27]2[CH:32]=[CH:31][C:30]([O:33][C:34]([F:36])([F:37])[F:35])=[CH:29][CH:28]=2)([C:39]#[N:40])[CH3:24])[CH:4]=1.[NH2:40][C:39](=[O:42])[C:23]([NH:25][C:26](=[O:38])[C:27]1[CH:32]=[CH:31][C:30]([O:33][C:34]([F:37])([F:36])[F:35])=[CH:29][CH:28]=1)([CH3:24])[CH2:22][O:21][C:3]1[CH:4]=[C:5]([CH2:12][NH2:13])[C:6]2[CH2:10][O:9][B:8]([OH:11])[C:7]=2[C:2]=1[Cl:1], predict the reactants needed to synthesize it. The reactants are: [Cl:1][C:2]1[C:7]2[B:8]([OH:11])[O:9][CH2:10][C:6]=2[C:5]([CH2:12][NH:13]C(=O)OC(C)(C)C)=[CH:4][C:3]=1[O:21][CH2:22][C:23]([C:39]#[N:40])([NH:25][C:26](=[O:38])[C:27]1[CH:32]=[CH:31][C:30]([O:33][C:34]([F:37])([F:36])[F:35])=[CH:29][CH:28]=1)[CH3:24].C(O)(C(F)(F)F)=[O:42].